This data is from Forward reaction prediction with 1.9M reactions from USPTO patents (1976-2016). The task is: Predict the product of the given reaction. (1) The product is: [F:8][C:9]1[CH:14]=[CH:13][C:12]([CH2:15][N:16]([CH3:29])[CH:17]2[CH2:21][CH2:20][NH:19][CH2:18]2)=[C:11]([C:30]([F:33])([F:31])[F:32])[CH:10]=1. Given the reactants FC(F)(F)C(O)=O.[F:8][C:9]1[CH:14]=[CH:13][C:12]([CH2:15][N:16]([CH3:29])[CH:17]2[CH2:21][CH2:20][N:19](C(OC(C)(C)C)=O)[CH2:18]2)=[C:11]([C:30]([F:33])([F:32])[F:31])[CH:10]=1, predict the reaction product. (2) Given the reactants [C:1]1([CH:8]=[CH:7][C:5]([OH:6])=[CH:4][CH:3]=1)[OH:2].Cl[C:10]([O:12][CH2:13][CH3:14])=[O:11], predict the reaction product. The product is: [CH2:13]([O:12][C:10]([C:3]1[CH:4]=[C:5]([OH:6])[CH:7]=[CH:8][C:1]=1[OH:2])=[O:11])[CH3:14].